From a dataset of Forward reaction prediction with 1.9M reactions from USPTO patents (1976-2016). Predict the product of the given reaction. (1) Given the reactants [F:1][C:2]1[CH:7]=[CH:6][C:5]([C:8]2[C:13](/[CH:14]=[CH:15]/[CH:16]([OH:22])[CH2:17][C:18]([O:20]C)=[O:19])=[C:12]([CH:23]([CH3:25])[CH3:24])[N:11]=[C:10]([N:26]([CH3:31])[S:27]([CH3:30])(=[O:29])=[O:28])[N:9]=2)=[CH:4][CH:3]=1.[OH-].[Na+].O.COC(C)(C)C, predict the reaction product. The product is: [F:1][C:2]1[CH:7]=[CH:6][C:5]([C:8]2[C:13](/[CH:14]=[CH:15]/[CH:16]([OH:22])[CH2:17][C:18]([OH:20])=[O:19])=[C:12]([CH:23]([CH3:25])[CH3:24])[N:11]=[C:10]([N:26]([CH3:31])[S:27]([CH3:30])(=[O:29])=[O:28])[N:9]=2)=[CH:4][CH:3]=1. (2) Given the reactants [CH:1]([C@@H:3]1[CH2:8][CH2:7][C@H:6]([CH3:9])[CH2:5][N:4]1[C:10]([O:12][C:13]([CH3:16])([CH3:15])[CH3:14])=[O:11])=O.[F:17][C:18]1[CH:19]=[C:20]([CH3:25])[C:21]([NH2:24])=[N:22][CH:23]=1.CC(O)=O.C(O[BH-](OC(=O)C)OC(=O)C)(=O)C.[Na+].C([O-])(O)=O.[Na+], predict the reaction product. The product is: [F:17][C:18]1[CH:19]=[C:20]([CH3:25])[C:21]([NH:24][CH2:1][C@@H:3]2[CH2:8][CH2:7][C@H:6]([CH3:9])[CH2:5][N:4]2[C:10]([O:12][C:13]([CH3:16])([CH3:15])[CH3:14])=[O:11])=[N:22][CH:23]=1. (3) Given the reactants [Cl:1][C:2]1[C:7]([O:8][CH3:9])=[CH:6][C:5]([O:10][CH3:11])=[C:4]([Cl:12])[C:3]=1[C:13]1[N:18]=[CH:17][C:16]2[C:19]([C:22]3[CH:23]=[N:24][N:25]([CH2:27][C:28]([OH:30])=O)[CH:26]=3)=[N:20][NH:21][C:15]=2[CH:14]=1.[CH3:31][O:32][CH:33]1[CH2:37][CH2:36][NH:35][CH2:34]1, predict the reaction product. The product is: [Cl:12][C:4]1[C:5]([O:10][CH3:11])=[CH:6][C:7]([O:8][CH3:9])=[C:2]([Cl:1])[C:3]=1[C:13]1[N:18]=[CH:17][C:16]2[C:19]([C:22]3[CH:23]=[N:24][N:25]([CH2:27][C:28]([N:35]4[CH2:36][CH2:37][CH:33]([O:32][CH3:31])[CH2:34]4)=[O:30])[CH:26]=3)=[N:20][NH:21][C:15]=2[CH:14]=1. (4) Given the reactants [F:1][C:2]1[CH:7]=[CH:6][C:5]([O:8][C:9]2[CH:14]=[CH:13][CH:12]=[CH:11][C:10]=2[N+:15]([O-])=O)=[C:4]([O:18][CH3:19])[CH:3]=1.[Cl-].[NH4+], predict the reaction product. The product is: [F:1][C:2]1[CH:7]=[CH:6][C:5]([O:8][C:9]2[CH:14]=[CH:13][CH:12]=[CH:11][C:10]=2[NH2:15])=[C:4]([O:18][CH3:19])[CH:3]=1. (5) Given the reactants C(OC([NH:11][CH:12]1[CH2:16][CH:15]([C:17]2[CH:22]=[CH:21][CH:20]=[CH:19][CH:18]=2)[CH:14]([CH2:23][N:24]2[CH2:29][CH2:28][CH:27]([CH2:30][CH2:31][CH2:32][C:33]3[CH:38]=[CH:37][CH:36]=[CH:35][CH:34]=3)[CH2:26][CH2:25]2)[CH2:13]1)=O)C1C=CC=CC=1, predict the reaction product. The product is: [NH2:11][CH:12]1[CH2:16][CH:15]([C:17]2[CH:22]=[CH:21][CH:20]=[CH:19][CH:18]=2)[CH:14]([CH2:23][N:24]2[CH2:25][CH2:26][CH:27]([CH2:30][CH2:31][CH2:32][C:33]3[CH:34]=[CH:35][CH:36]=[CH:37][CH:38]=3)[CH2:28][CH2:29]2)[CH2:13]1. (6) Given the reactants [Cl:1][C:2]1[CH:7]=[CH:6][C:5]([S:8]([C:11]2[C:12]([CH3:19])=[C:13]([C:16]([OH:18])=O)[S:14][CH:15]=2)(=[O:10])=[O:9])=[CH:4][CH:3]=1.[CH3:20][C:21]1[CH:26]=[C:25]([CH3:27])[N:24]=[C:23]([NH2:28])[CH:22]=1, predict the reaction product. The product is: [Cl:1][C:2]1[CH:3]=[CH:4][C:5]([S:8]([C:11]2[C:12]([CH3:19])=[C:13]([C:16]([NH:28][C:23]3[CH:22]=[C:21]([CH3:20])[CH:26]=[C:25]([CH3:27])[N:24]=3)=[O:18])[S:14][CH:15]=2)(=[O:9])=[O:10])=[CH:6][CH:7]=1. (7) The product is: [Br:5][C:6]1[C:11](=[O:12])[N:10]([CH3:13])[C:9]2[N:14]([CH:24]([CH3:26])[CH3:25])[N:15]=[CH:16][C:8]=2[CH:7]=1. Given the reactants C(O)(=O)C.[Br:5][C:6]1[C:11](=[O:12])[N:10]([CH3:13])[C:9]2[NH:14][N:15]=[CH:16][C:8]=2[CH:7]=1.C(=O)([O-])[O-].[K+].[K+].I[CH:24]([CH3:26])[CH3:25].O, predict the reaction product. (8) Given the reactants [N:1]1[C:6]2[CH2:7][NH:8][CH2:9][C:5]=2[C:4]([NH:10][C:11]2[CH:12]=[N:13][C:14]3[C:19]([CH:20]=2)=[CH:18][CH:17]=[CH:16][CH:15]=3)=[N:3][CH:2]=1.[CH3:21][C:22]1[N:23]=[C:24]([CH:27]=O)[S:25][CH:26]=1.ClCCCl.CO.C(O[BH-](OC(=O)C)OC(=O)C)(=O)C.[Na+], predict the reaction product. The product is: [CH3:21][C:22]1[N:23]=[C:24]([CH2:27][N:8]2[CH2:9][C:5]3[C:4]([NH:10][C:11]4[CH:12]=[N:13][C:14]5[C:19]([CH:20]=4)=[CH:18][CH:17]=[CH:16][CH:15]=5)=[N:3][CH:2]=[N:1][C:6]=3[CH2:7]2)[S:25][CH:26]=1. (9) The product is: [OH:45][CH2:44][CH2:43][O:42][CH2:41][CH2:40][O:39][CH2:38][CH2:37][O:36][CH2:35][CH2:34][NH:33][C:11](=[O:12])[CH2:10][CH2:9][S:8][C:7]([C:21]1[CH:26]=[CH:25][CH:24]=[CH:23][CH:22]=1)([C:1]1[CH:2]=[CH:3][CH:4]=[CH:5][CH:6]=1)[C:27]1[CH:32]=[CH:31][CH:30]=[CH:29][CH:28]=1. Given the reactants [C:1]1([C:7]([C:27]2[CH:32]=[CH:31][CH:30]=[CH:29][CH:28]=2)([C:21]2[CH:26]=[CH:25][CH:24]=[CH:23][CH:22]=2)[S:8][CH2:9][CH2:10][C:11](ON2C(=O)CCC2=O)=[O:12])[CH:6]=[CH:5][CH:4]=[CH:3][CH:2]=1.[NH2:33][CH2:34][CH2:35][O:36][CH2:37][CH2:38][O:39][CH2:40][CH2:41][O:42][CH2:43][CH2:44][OH:45].[OH-].[NH4+], predict the reaction product. (10) Given the reactants Br[C:2]1[CH:3]=[CH:4][C:5]([Cl:9])=[C:6]([CH:8]=1)[NH2:7].C1(P(C2CCCCC2)C2(C(C)C)CC(C(C)C)=CC(C(C)C)=C2C2C=CC=CC=2)CCCCC1.CC(C1C=C(C(C)C)C(C2C=CC=CC=2P(C2CCCCC2)C2CCCCC2)=C(C(C)C)C=1)C.[NH:78]1[CH2:83][CH2:82][O:81][CH2:80][CH2:79]1.C[Si]([N-][Si](C)(C)C)(C)C.[Li+], predict the reaction product. The product is: [Cl:9][C:5]1[CH:4]=[CH:3][C:2]([N:78]2[CH2:83][CH2:82][O:81][CH2:80][CH2:79]2)=[CH:8][C:6]=1[NH2:7].